Task: Predict the product of the given reaction.. Dataset: Forward reaction prediction with 1.9M reactions from USPTO patents (1976-2016) (1) Given the reactants [CH2:1]([C@:8]12[C@H:19]([O:20][C:21]3[CH:26]=[C:25]([O:27][CH3:28])[CH:24]=[C:23]([O:29][CH3:30])[CH:22]=3)[C:18](=[O:31])[N:9]1[CH2:10][CH2:11][C:12]1[C:17]2=[CH:16][CH:15]=[CH:14][CH:13]=1)[C:2]1[CH:7]=[CH:6][CH:5]=[CH:4][CH:3]=1.[O:32]1CCOCC1, predict the reaction product. The product is: [CH2:1]([C@@:8]1([C@H:19]([O:20][C:21]2[CH:26]=[C:25]([O:27][CH3:28])[CH:24]=[C:23]([O:29][CH3:30])[CH:22]=2)[C:18]([OH:31])=[O:32])[C:17]2[C:12](=[CH:13][CH:14]=[CH:15][CH:16]=2)[CH2:11][CH2:10][NH:9]1)[C:2]1[CH:7]=[CH:6][CH:5]=[CH:4][CH:3]=1. (2) Given the reactants [CH3:1][C:2]1([C:7]2[S:11][C:10]([CH2:12][N:13]3[CH:17]=[C:16]([NH2:18])[CH:15]=[N:14]3)=[CH:9][CH:8]=2)[O:6]CCO1.[F:19][C:20]([F:33])([F:32])[C:21]1[CH:26]=[CH:25][C:24](/[CH:27]=[CH:28]/[C:29](O)=[O:30])=[CH:23][CH:22]=1, predict the reaction product. The product is: [C:2]([C:7]1[S:11][C:10]([CH2:12][N:13]2[CH:17]=[C:16]([NH:18][C:29](=[O:30])/[CH:28]=[CH:27]/[C:24]3[CH:23]=[CH:22][C:21]([C:20]([F:32])([F:33])[F:19])=[CH:26][CH:25]=3)[CH:15]=[N:14]2)=[CH:9][CH:8]=1)(=[O:6])[CH3:1]. (3) The product is: [NH2:7][CH:8]1[CH2:11][N:10]([C:12]([C@@H:14]2[CH2:18][CH2:17][CH2:16][N:15]2[C:19]2[N:20]=[C:21]([NH:28][C:29]3[CH:33]=[C:32]([CH:34]([CH3:36])[CH3:35])[NH:31][N:30]=3)[C:22]3[CH2:27][CH2:26][CH2:25][C:23]=3[N:24]=2)=[O:13])[CH2:9]1. Given the reactants C(OC(=O)[NH:7][CH:8]1[CH2:11][N:10]([C:12]([C@@H:14]2[CH2:18][CH2:17][CH2:16][N:15]2[C:19]2[N:20]=[C:21]([NH:28][C:29]3[CH:33]=[C:32]([CH:34]([CH3:36])[CH3:35])[NH:31][N:30]=3)[C:22]3[CH2:27][CH2:26][CH2:25][C:23]=3[N:24]=2)=[O:13])[CH2:9]1)(C)(C)C, predict the reaction product. (4) Given the reactants [NH:1]1[C:9]2[CH:8]=[CH:7][CH:6]=[C:5]([C:10]([O:12][CH3:13])=[O:11])[C:4]=2[CH:3]=[CH:2]1.[H-].[Na+].[CH3:16]N(C=O)C, predict the reaction product. The product is: [CH3:16][N:1]1[C:9]2[CH:8]=[CH:7][CH:6]=[C:5]([C:10]([O:12][CH3:13])=[O:11])[C:4]=2[CH:3]=[CH:2]1. (5) Given the reactants [N:1]1[CH:6]=[CH:5][CH:4]=[N:3][C:2]=1[C:7]#[C:8][C:9]1[CH:10]=[C:11]2[C:15](=[CH:16][CH:17]=1)[NH:14][N:13]=[CH:12]2, predict the reaction product. The product is: [N:3]1[CH:4]=[CH:5][CH:6]=[N:1][C:2]=1[CH2:7][CH2:8][C:9]1[CH:10]=[C:11]2[C:15](=[CH:16][CH:17]=1)[NH:14][N:13]=[CH:12]2. (6) Given the reactants Cl.[NH2:2][C@H:3]1[CH2:7][CH2:6][CH2:5][C@@H:4]1[NH:8][C:9](=[O:21])[C:10]1[CH:15]=[CH:14][CH:13]=[CH:12][C:11]=1[N:16]1[N:20]=[CH:19][CH:18]=[N:17]1.CCN(C(C)C)C(C)C.Cl[C:32]1[O:33][C:34]2[CH:40]=[CH:39][CH:38]=[CH:37][C:35]=2[N:36]=1, predict the reaction product. The product is: [O:33]1[C:34]2[CH:40]=[CH:39][CH:38]=[CH:37][C:35]=2[N:36]=[C:32]1[NH:2][C@H:3]1[CH2:7][CH2:6][CH2:5][C@@H:4]1[NH:8][C:9](=[O:21])[C:10]1[CH:15]=[CH:14][CH:13]=[CH:12][C:11]=1[N:16]1[N:17]=[CH:18][CH:19]=[N:20]1.